Task: Regression. Given a peptide amino acid sequence and an MHC pseudo amino acid sequence, predict their binding affinity value. This is MHC class I binding data.. Dataset: Peptide-MHC class I binding affinity with 185,985 pairs from IEDB/IMGT (1) The binding affinity (normalized) is 0.373. The peptide sequence is YVFPVIFSK. The MHC is Patr-A0401 with pseudo-sequence Patr-A0401. (2) The peptide sequence is LEHGLYPQL. The MHC is HLA-B48:01 with pseudo-sequence HLA-B48:01. The binding affinity (normalized) is 0.404. (3) The peptide sequence is GLADQLIHM. The MHC is HLA-A02:03 with pseudo-sequence HLA-A02:03. The binding affinity (normalized) is 0.898. (4) The peptide sequence is GPVTAQVVL. The MHC is HLA-B53:01 with pseudo-sequence HLA-B53:01. The binding affinity (normalized) is 0.0641.